From a dataset of Peptide-MHC class I binding affinity with 185,985 pairs from IEDB/IMGT. Regression. Given a peptide amino acid sequence and an MHC pseudo amino acid sequence, predict their binding affinity value. This is MHC class I binding data. (1) The peptide sequence is LPQYFTFDL. The MHC is HLA-A02:11 with pseudo-sequence HLA-A02:11. The binding affinity (normalized) is 0.0847. (2) The peptide sequence is QRSTLERTSKASLER. The MHC is HLA-A03:01 with pseudo-sequence HLA-A03:01. The binding affinity (normalized) is 0.113. (3) The peptide sequence is PGMQIRGFVY. The MHC is HLA-A01:01 with pseudo-sequence HLA-A01:01. The binding affinity (normalized) is 0. (4) The peptide sequence is VVKKLSVIR. The MHC is HLA-A03:01 with pseudo-sequence HLA-A03:01. The binding affinity (normalized) is 0.168. (5) The peptide sequence is FSVQRNLPF. The MHC is HLA-B40:01 with pseudo-sequence HLA-B40:01. The binding affinity (normalized) is 0.0847.